Dataset: Reaction yield outcomes from USPTO patents with 853,638 reactions. Task: Predict the reaction yield, written as a fraction of the theoretical maximum amount of product (1.0 means a 100% yield; for example, 0.34 means a 34% yield). (1) The reactants are [Cl:1][C:2]1[CH:3]=[C:4]2[C:9](=[C:10]([C:12]3[CH:17]=[CH:16][C:15]([CH2:18][CH3:19])=[CH:14][CH:13]=3)[CH:11]=1)[O:8][CH:7]([C:20]([F:23])([F:22])[F:21])[C:6]([C:24]([OH:26])=[O:25])=[CH:5]2.[OH-].[Na+:28]. The catalyst is C(O)C. The product is [Cl:1][C:2]1[CH:3]=[C:4]2[C:9](=[C:10]([C:12]3[CH:13]=[CH:14][C:15]([CH2:18][CH3:19])=[CH:16][CH:17]=3)[CH:11]=1)[O:8][CH:7]([C:20]([F:23])([F:21])[F:22])[C:6]([C:24]([O-:26])=[O:25])=[CH:5]2.[Na+:28]. The yield is 1.00. (2) The reactants are C([N:8]1[CH:13]2[CH2:14][CH2:15][CH:9]1[CH2:10][C:11]([C:17]1[CH:26]=[CH:25][C:24]3[C:19](=[CH:20][CH:21]=[CH:22][CH:23]=3)[CH:18]=1)([OH:16])[CH2:12]2)C1C=CC=CC=1.C([O-])=O.[NH4+].CO. The catalyst is [Pd].C(Cl)(Cl)Cl.CO. The product is [CH:18]1[C:19]2[C:24](=[CH:23][CH:22]=[CH:21][CH:20]=2)[CH:25]=[CH:26][C:17]=1[C:11]1([OH:16])[CH2:12][CH:13]2[NH:8][CH:9]([CH2:15][CH2:14]2)[CH2:10]1. The yield is 0.720. (3) The reactants are Br[C:2]1[CH:3]=[C:4]2[CH:10]=[CH:9][N:8]([C:11]3[N:15]([CH3:16])[N:14]=[C:13]([CH3:17])[C:12]=3/[CH:18]=[CH:19]/[C:20]([NH:22][S:23]([NH:26][CH2:27][CH2:28][CH2:29][CH3:30])(=[O:25])=[O:24])=[O:21])[C:5]2=[N:6][CH:7]=1.[CH:31]1(B(O)O)[CH2:33][CH2:32]1.C(=O)([O-])[O-].[Na+].[Na+].COCCOC. The catalyst is C1C=CC([P]([Pd]([P](C2C=CC=CC=2)(C2C=CC=CC=2)C2C=CC=CC=2)([P](C2C=CC=CC=2)(C2C=CC=CC=2)C2C=CC=CC=2)[P](C2C=CC=CC=2)(C2C=CC=CC=2)C2C=CC=CC=2)(C2C=CC=CC=2)C2C=CC=CC=2)=CC=1.O. The product is [CH2:27]([NH:26][S:23]([NH:22][C:20](=[O:21])/[CH:19]=[CH:18]/[C:12]1[C:13]([CH3:17])=[N:14][N:15]([CH3:16])[C:11]=1[N:8]1[C:5]2=[N:6][CH:7]=[C:2]([CH:31]3[CH2:33][CH2:32]3)[CH:3]=[C:4]2[CH:10]=[CH:9]1)(=[O:25])=[O:24])[CH2:28][CH2:29][CH3:30]. The yield is 0.340. (4) The yield is 0.790. The reactants are [OH-].[K+].[Cl:3][C:4]1[CH:5]=[C:6]([OH:11])[CH:7]=[CH:8][C:9]=1[F:10].Br[CH2:13][C:14]([O:16]C)=[O:15].O. The product is [Cl:3][C:4]1[CH:5]=[C:6]([CH:7]=[CH:8][C:9]=1[F:10])[O:11][CH2:13][C:14]([OH:16])=[O:15]. The catalyst is CS(C)=O.CO.